From a dataset of Full USPTO retrosynthesis dataset with 1.9M reactions from patents (1976-2016). Predict the reactants needed to synthesize the given product. Given the product [CH3:19][N:9]1[C:10]2[NH:11][C:12]3[CH:17]=[CH:16][CH:15]=[CH:14][C:13]=3[NH:18][C:4](=[O:3])[C:6]=2[CH:7]=[N:8]1, predict the reactants needed to synthesize it. The reactants are: C([O:3][C:4]([C:6]1[CH:7]=[N:8][N:9]([CH3:19])[C:10]=1[NH:11][C:12]1[CH:17]=[CH:16][CH:15]=[CH:14][C:13]=1[NH2:18])=O)C.